From a dataset of Buchwald-Hartwig C-N cross coupling reaction yields with 55,370 reactions. Predict the reaction yield, written as a fraction of the theoretical maximum amount of product (1.0 means a 100% yield; for example, 0.34 means a 34% yield). (1) The product is Cc1ccc(Nc2ccc(C(F)(F)F)cc2)cc1. No catalyst specified. The yield is 0.385. The reactants are FC(F)(F)c1ccc(Br)cc1.Cc1ccc(N)cc1.O=S(=O)(O[Pd]1c2ccccc2-c2ccccc2N~1)C(F)(F)F.COc1ccc(OC)c(P(C(C)(C)C)C(C)(C)C)c1-c1c(C(C)C)cc(C(C)C)cc1C(C)C.CN1CCCN2CCCN=C12.Cc1cc(-c2ccccc2)on1. (2) The reactants are Ic1cccnc1.Cc1ccc(N)cc1.O=S(=O)(O[Pd]1c2ccccc2-c2ccccc2N~1)C(F)(F)F.CC(C)c1cc(C(C)C)c(-c2ccccc2P(C(C)(C)C)C(C)(C)C)c(C(C)C)c1.CCN=P(N=P(N(C)C)(N(C)C)N(C)C)(N(C)C)N(C)C.c1ccc(-c2ccon2)cc1. No catalyst specified. The product is Cc1ccc(Nc2cccnc2)cc1. The yield is 0.0183. (3) The reactants are COc1ccc(Cl)cc1.Cc1ccc(N)cc1.O=S(=O)(O[Pd]1c2ccccc2-c2ccccc2N~1)C(F)(F)F.COc1ccc(OC)c(P(C(C)(C)C)C(C)(C)C)c1-c1c(C(C)C)cc(C(C)C)cc1C(C)C.CN(C)C(=NC(C)(C)C)N(C)C.COC(=O)c1cc(-c2cccs2)on1. No catalyst specified. The product is COc1ccc(Nc2ccc(C)cc2)cc1. The yield is 0. (4) The reactants are Brc1ccccn1.Cc1ccc(N)cc1.O=S(=O)(O[Pd]1c2ccccc2-c2ccccc2N~1)C(F)(F)F.CC(C)c1cc(C(C)C)c(-c2ccccc2P(C(C)(C)C)C(C)(C)C)c(C(C)C)c1.CN(C)C(=NC(C)(C)C)N(C)C.CCOC(=O)c1cc(C)on1. No catalyst specified. The product is Cc1ccc(Nc2ccccn2)cc1. The yield is 0.879. (5) The reactants are Ic1cccnc1.Cc1ccc(N)cc1.O=S(=O)(O[Pd]1c2ccccc2-c2ccccc2N~1)C(F)(F)F.COc1ccc(OC)c(P([C@]23C[C@H]4C[C@H](C[C@H](C4)C2)C3)[C@]23C[C@H]4C[C@H](C[C@H](C4)C2)C3)c1-c1c(C(C)C)cc(C(C)C)cc1C(C)C.CN1CCCN2CCCN=C12.c1ccc(CN(Cc2ccccc2)c2ccon2)cc1. No catalyst specified. The product is Cc1ccc(Nc2cccnc2)cc1. The yield is 0.862. (6) The reactants are COc1ccc(I)cc1.Cc1ccc(N)cc1.O=S(=O)(O[Pd]1c2ccccc2-c2ccccc2N~1)C(F)(F)F.CC(C)c1cc(C(C)C)c(-c2ccccc2P(C2CCCCC2)C2CCCCC2)c(C(C)C)c1.CN1CCCN2CCCN=C12.CCOC(=O)c1cc(OC)no1. No catalyst specified. The product is COc1ccc(Nc2ccc(C)cc2)cc1. The yield is 0.202. (7) The reactants are COc1ccc(I)cc1.Cc1ccc(N)cc1.O=S(=O)(O[Pd]1c2ccccc2-c2ccccc2N~1)C(F)(F)F.CC(C)c1cc(C(C)C)c(-c2ccccc2P(C2CCCCC2)C2CCCCC2)c(C(C)C)c1.CN1CCCN2CCCN=C12.Cc1cc(C)on1. No catalyst specified. The product is COc1ccc(Nc2ccc(C)cc2)cc1. The yield is 0.247.